From a dataset of Forward reaction prediction with 1.9M reactions from USPTO patents (1976-2016). Predict the product of the given reaction. (1) Given the reactants Cl.[O:2]1[CH2:6][CH2:5][CH:4]([CH2:7][NH2:8])[CH2:3]1.C(N(CC)CC)C.[CH2:16]([N:20]1[CH:24]=[C:23]([C:25](O)=[O:26])[N:22]=[N:21]1)[CH2:17][CH2:18][CH3:19].ON1C2C=CC=CC=2N=N1.Cl.C(N=C=NCCCN(C)C)C.Cl, predict the reaction product. The product is: [O:2]1[CH2:6][CH2:5][CH:4]([CH2:7][NH:8][C:25]([C:23]2[N:22]=[N:21][N:20]([CH2:16][CH2:17][CH2:18][CH3:19])[CH:24]=2)=[O:26])[CH2:3]1. (2) Given the reactants Br[C:2]1[CH:3]=[C:4]2[C:9](=[CH:10][CH:11]=1)[N:8]=[C:7]([CH3:12])[C:6]([C:13](=[O:18])[C:14]([F:17])([F:16])[F:15])=[C:5]2[C:19]1[CH:24]=[CH:23][C:22]([F:25])=[CH:21][CH:20]=1.[NH:26]1[CH2:30][CH2:29][CH2:28][CH2:27]1, predict the reaction product. The product is: [F:16][C:14]([F:17])([F:15])[C:13]([C:6]1[C:7]([CH3:12])=[N:8][C:9]2[C:4]([C:5]=1[C:19]1[CH:20]=[CH:21][C:22]([F:25])=[CH:23][CH:24]=1)=[CH:3][C:2]([N:26]1[CH2:30][CH2:29][CH2:28][CH2:27]1)=[CH:11][CH:10]=2)=[O:18]. (3) Given the reactants Br[C:2]1[CH:3]=[C:4]([F:13])[C:5]([O:9][CH2:10][O:11][CH3:12])=[C:6]([F:8])[CH:7]=1.[CH2:14]([O:16][CH:17]([O:20]CC)[CH:18]=[CH2:19])[CH3:15].C(N(C(C)C)CC)(C)C.O, predict the reaction product. The product is: [F:8][C:6]1[CH:7]=[C:2]([CH2:19][CH2:18][C:17]([O:16][CH2:14][CH3:15])=[O:20])[CH:3]=[C:4]([F:13])[C:5]=1[O:9][CH2:10][O:11][CH3:12]. (4) Given the reactants [C:1]1([C:7]2[NH:8][C:9]3[CH:10]=[CH:11][CH:12]=[C:13]4[C:19](=[O:20])[NH:18][CH2:17][CH2:16][C:15]=2[C:14]=34)[CH:6]=[CH:5][CH:4]=[CH:3][CH:2]=1.[CH:21](C1C=CC(B(O)O)=CC=1)=[O:22], predict the reaction product. The product is: [CH:21]([C:4]1[CH:3]=[CH:2][C:1]([C:7]2[NH:8][C:9]3[CH:10]=[CH:11][CH:12]=[C:13]4[C:19](=[O:20])[NH:18][CH2:17][CH2:16][C:15]=2[C:14]=34)=[CH:6][CH:5]=1)=[O:22]. (5) The product is: [Cl:19][C:14]1[CH:15]=[CH:16][CH:17]=[CH:18][C:13]=1[CH:12]1[N:8]([C:5]2[CH:6]=[CH:7][C:2]([C:35]3[CH:36]=[N:37][C:32]([S:31][CH3:30])=[CH:33][CH:34]=3)=[CH:3][CH:4]=2)[N:9]=[C:10]([C:20]([C:22]([F:23])([F:25])[F:24])([C:26]([F:29])([F:27])[F:28])[OH:21])[CH2:11]1. Given the reactants Br[C:2]1[CH:7]=[CH:6][C:5]([N:8]2[CH:12]([C:13]3[CH:18]=[CH:17][CH:16]=[CH:15][C:14]=3[Cl:19])[CH2:11][C:10]([C:20]([C:26]([F:29])([F:28])[F:27])([C:22]([F:25])([F:24])[F:23])[OH:21])=[N:9]2)=[CH:4][CH:3]=1.[CH3:30][S:31][C:32]1[N:37]=[CH:36][C:35](B(O)O)=[CH:34][CH:33]=1, predict the reaction product. (6) Given the reactants [CH2:1]([O:8][C:9]1[CH:10]=[C:11]([CH:16]=[C:17]([N:19]2[CH2:24][CH2:23][CH2:22][CH:21]([NH:25]C(OC(C)(C)C)=O)[CH2:20]2)[CH:18]=1)[C:12]([O:14][CH3:15])=[O:13])[C:2]1[CH:7]=[CH:6][CH:5]=[CH:4][CH:3]=1.FC(F)(F)C(O)=O.[Cl:40][C:41]1[CH:46]=[CH:45][C:44]([C:47]2[S:48][C:49]([C:53]([OH:55])=O)=[C:50]([CH3:52])[N:51]=2)=[CH:43][CH:42]=1.O.ON1C2C=CC=CC=2N=N1.CN1CCOCC1.Cl.CN(C)CCCN=C=NCC, predict the reaction product. The product is: [CH2:1]([O:8][C:9]1[CH:10]=[C:11]([CH:16]=[C:17]([N:19]2[CH2:24][CH2:23][CH2:22][CH:21]([NH:25][C:53]([C:49]3[S:48][C:47]([C:44]4[CH:43]=[CH:42][C:41]([Cl:40])=[CH:46][CH:45]=4)=[N:51][C:50]=3[CH3:52])=[O:55])[CH2:20]2)[CH:18]=1)[C:12]([O:14][CH3:15])=[O:13])[C:2]1[CH:7]=[CH:6][CH:5]=[CH:4][CH:3]=1. (7) Given the reactants [Br:1][C:2]1[CH:3]=[CH:4][C:5]([O:20][CH3:21])=[C:6]([CH2:8][CH2:9][C:10]2[C:18]([F:19])=[CH:17][CH:16]=[CH:15][C:11]=2[C:12](O)=[O:13])[CH:7]=1.C([N:25](C(C)C)CC)(C)C, predict the reaction product. The product is: [Br:1][C:2]1[CH:3]=[CH:4][C:5]([O:20][CH3:21])=[C:6]([CH2:8][CH2:9][C:10]2[C:18]([F:19])=[CH:17][CH:16]=[CH:15][C:11]=2[C:12]([NH2:25])=[O:13])[CH:7]=1. (8) Given the reactants [Br:1][C:2]1[CH:7]=[C:6]([NH2:8])[CH:5]=[C:4]([O:9][CH3:10])[N:3]=1.C(N(CC)CC)C.[Cl-].[C:19]([O:24][CH2:25][CH3:26])(=[O:23])[C:20]([O-])=[O:21].O, predict the reaction product. The product is: [CH2:25]([O:24][C:19](=[O:23])[C:20]([NH:8][C:6]1[CH:5]=[C:4]([O:9][CH3:10])[N:3]=[C:2]([Br:1])[CH:7]=1)=[O:21])[CH3:26]. (9) Given the reactants C([Sn](CCCC)(CCCC)[C:6]1[CH:7]=[CH:8][C:9]([CH2:12][N:13]2[CH2:18][CH2:17][O:16][CH2:15][CH2:14]2)=[N:10][CH:11]=1)CCC.C[O:28][C:29](=[O:43])[C:30]([C:32]1[C:41]2[C:36](=[CH:37][CH:38]=[CH:39][CH:40]=2)[C:35](Br)=[CH:34][CH:33]=1)=[O:31].[F-].[K+], predict the reaction product. The product is: [N:13]1([CH2:12][C:9]2[N:10]=[CH:11][C:6]([C:35]3[C:36]4[C:41](=[CH:40][CH:39]=[CH:38][CH:37]=4)[C:32]([C:30](=[O:31])[C:29]([OH:43])=[O:28])=[CH:33][CH:34]=3)=[CH:7][CH:8]=2)[CH2:14][CH2:15][O:16][CH2:17][CH2:18]1. (10) The product is: [CH3:24][CH:23]([N:12]([CH2:11][C:9]1[N:10]=[C:6]2[CH:5]=[CH:4][CH:3]=[C:2]([N:32]3[CH2:33][CH2:34][N:29]([CH:26]([CH3:28])[CH3:27])[CH2:30][CH2:31]3)[N:7]2[CH:8]=1)[CH:13]1[C:22]2[N:21]=[CH:20][CH:19]=[CH:18][C:17]=2[CH2:16][CH2:15][CH2:14]1)[CH3:25]. Given the reactants F[C:2]1[N:7]2[CH:8]=[C:9]([CH2:11][N:12]([CH:23]([CH3:25])[CH3:24])[CH:13]3[C:22]4[N:21]=[CH:20][CH:19]=[CH:18][C:17]=4[CH2:16][CH2:15][CH2:14]3)[N:10]=[C:6]2[CH:5]=[CH:4][CH:3]=1.[CH:26]([N:29]1[CH2:34][CH2:33][NH:32][CH2:31][CH2:30]1)([CH3:28])[CH3:27], predict the reaction product.